This data is from Reaction yield outcomes from USPTO patents with 853,638 reactions. The task is: Predict the reaction yield, written as a fraction of the theoretical maximum amount of product (1.0 means a 100% yield; for example, 0.34 means a 34% yield). (1) The reactants are [CH2:1]([C:8]#[N:9])[C:2]1[CH:7]=[CH:6][CH:5]=[CH:4][CH:3]=1.[OH-].[K+].[CH3:12][C:13]([CH3:15])=O. The catalyst is CO. The product is [CH3:12][C:13]([CH3:15])=[C:1]([C:2]1[CH:7]=[CH:6][CH:5]=[CH:4][CH:3]=1)[C:8]#[N:9]. The yield is 0.470. (2) The catalyst is CO.[Pd]. The product is [NH2:17][CH:10]([C:11]1[CH:12]=[CH:13][CH:14]=[CH:15][CH:16]=1)[C:9]([N:8]([C:6]1[CH:7]=[C:2]([Cl:1])[CH:3]=[CH:4][C:5]=1[O:32][CH3:33])[CH2:20][CH2:21][C:22]1[CH:27]=[CH:26][C:25]([C:28]([F:30])([F:31])[F:29])=[CH:24][CH:23]=1)=[O:19]. The reactants are [Cl:1][C:2]1[CH:3]=[CH:4][C:5]([O:32][CH3:33])=[C:6]([N:8]([CH2:20][CH2:21][C:22]2[CH:27]=[CH:26][C:25]([C:28]([F:31])([F:30])[F:29])=[CH:24][CH:23]=2)[C:9](=[O:19])[C:10](=[N:17]O)[C:11]2[CH:16]=[CH:15][CH:14]=[CH:13][CH:12]=2)[CH:7]=1.C(O)(C(F)(F)F)=O. The yield is 0.0800. (3) The reactants are Cl[CH2:2][CH2:3][CH2:4][S:5]([N:8]1[CH2:13][CH2:12][CH:11]([C:14]2[C:22]3[C:17](=[C:18]([C:30]([NH2:32])=[O:31])[CH:19]=[C:20]([C:23]4[CH:28]=[CH:27][CH:26]=[C:25]([F:29])[CH:24]=4)[CH:21]=3)[NH:16][N:15]=2)[CH2:10][CH2:9]1)(=[O:7])=[O:6].C([O-])([O-])=O.[K+].[K+].[NH:39]1[CH2:44][CH2:43][O:42][CH2:41][CH2:40]1. The catalyst is CN(C=O)C. The product is [F:29][C:25]1[CH:24]=[C:23]([C:20]2[CH:21]=[C:22]3[C:17](=[C:18]([C:30]([NH2:32])=[O:31])[CH:19]=2)[NH:16][N:15]=[C:14]3[CH:11]2[CH2:12][CH2:13][N:8]([S:5]([CH2:4][CH2:3][CH2:2][N:39]3[CH2:44][CH2:43][O:42][CH2:41][CH2:40]3)(=[O:7])=[O:6])[CH2:9][CH2:10]2)[CH:28]=[CH:27][CH:26]=1. The yield is 0.320. (4) The reactants are [CH3:1][N:2](C(ON1N=NC2C=CC=NC1=2)=[N+](C)C)C.F[P-](F)(F)(F)(F)F.[Cl:25][C:26]1[N:27]=[CH:28][C:29]2[C:34]([CH:35]=1)=[CH:33][C:32]([C:36]([OH:38])=O)=[CH:31][CH:30]=2.CCN(C(C)C)C(C)C.Cl.CN. The catalyst is CN(C=O)C. The product is [Cl:25][C:26]1[N:27]=[CH:28][C:29]2[C:34]([CH:35]=1)=[CH:33][C:32]([C:36]([NH:2][CH3:1])=[O:38])=[CH:31][CH:30]=2. The yield is 0.610. (5) The reactants are Cl.[C:2]([NH2:10])(=[NH:9])[C:3]1[CH:8]=[CH:7][CH:6]=[CH:5][CH:4]=1.[OH-].[Na+].C(O[C:16](=O)[C:17]1[CH:22]=[CH:21][CH:20]=[CH:19][CH:18]=1)C.[CH2:24]([OH:26])[CH3:25]. The catalyst is O. The product is [C:3]1([C:2]2[NH:10][C:24](=[O:26])[CH:25]=[C:16]([C:17]3[CH:18]=[CH:19][CH:20]=[CH:21][CH:22]=3)[N:9]=2)[CH:8]=[CH:7][CH:6]=[CH:5][CH:4]=1. The yield is 0.570.